The task is: Predict the reactants needed to synthesize the given product.. This data is from Full USPTO retrosynthesis dataset with 1.9M reactions from patents (1976-2016). (1) Given the product [N+:1]([C:4]1[CH:10]=[CH:9][CH:8]=[CH:7][C:5]=1[N:6]1[CH:13]=[CH:17][CH:16]=[CH:15]1)([O-:3])=[O:2], predict the reactants needed to synthesize it. The reactants are: [N+:1]([C:4]1[CH:10]=[CH:9][CH:8]=[CH:7][C:5]=1[NH2:6])([O-:3])=[O:2].CO[CH:13]1[CH2:17][CH2:16][CH:15](OC)O1. (2) The reactants are: Cl[C:2]1[CH:7]=[C:6]([NH:8][C:9]2[S:10][C:11]([C:14]#[N:15])=[CH:12][N:13]=2)[N:5]=[C:4]([S:16][CH2:17][CH2:18][NH:19][C:20](=[O:26])[O:21][C:22]([CH3:25])([CH3:24])[CH3:23])[N:3]=1.[CH3:27][N:28]1[CH2:33][CH2:32][NH:31][CH2:30][CH2:29]1.C(N(C(C)C)CC)(C)C. Given the product [C:14]([C:11]1[S:10][C:9]([NH:8][C:6]2[CH:7]=[C:2]([N:31]3[CH2:32][CH2:33][N:28]([CH3:27])[CH2:29][CH2:30]3)[N:3]=[C:4]([S:16][CH2:17][CH2:18][NH:19][C:20](=[O:26])[O:21][C:22]([CH3:25])([CH3:24])[CH3:23])[N:5]=2)=[N:13][CH:12]=1)#[N:15], predict the reactants needed to synthesize it. (3) Given the product [CH2:33]([O:7][C@H:5]1[CH2:6][C@H:1]2[CH2:8][C@@H:4]1[CH2:3][C@@H:2]2[OH:9])[C:34]1[CH:39]=[CH:38][CH:37]=[CH:36][CH:35]=1, predict the reactants needed to synthesize it. The reactants are: [C@@H:1]12[CH2:8][C@@H:4]([C@@H:5]([OH:7])[CH2:6]1)[CH2:3][C@@H:2]2[OH:9].C1OCCOCCOCCOCCOC1.O1CCCC1.[OH-].[Na+].Br[CH2:33][C:34]1[CH:39]=[CH:38][CH:37]=[CH:36][CH:35]=1. (4) Given the product [C:1]([O:5][C:6]([N:8]1[C:16]2[C:11](=[CH:12][CH:13]=[CH:14][CH:15]=2)[CH:10]=[C:9]1[C:17]1[C:18](=[O:34])[N:19]([CH2:26][O:27][CH2:28][CH2:29][Si:30]([CH3:31])([CH3:32])[CH3:33])[CH:20]=[C:21]([NH2:23])[CH:22]=1)=[O:7])([CH3:4])([CH3:3])[CH3:2], predict the reactants needed to synthesize it. The reactants are: [C:1]([O:5][C:6]([N:8]1[C:16]2[C:11](=[CH:12][CH:13]=[CH:14][CH:15]=2)[CH:10]=[C:9]1[C:17]1[C:18](=[O:34])[N:19]([CH2:26][O:27][CH2:28][CH2:29][Si:30]([CH3:33])([CH3:32])[CH3:31])[CH:20]=[C:21]([N+:23]([O-])=O)[CH:22]=1)=[O:7])([CH3:4])([CH3:3])[CH3:2].O1CCCC1.[F-].[K+].